Dataset: Forward reaction prediction with 1.9M reactions from USPTO patents (1976-2016). Task: Predict the product of the given reaction. (1) Given the reactants [CH2:1]([O:3][C:4]1[C:27]([O:28][CH3:29])=[CH:26][C:7]2[C:8]([C:17]3[CH:25]=[CH:24][C:20]([C:21](Cl)=[O:22])=[CH:19][CH:18]=3)=[N:9][C@H:10]3[C@@H:15]([C:6]=2[CH:5]=1)[CH2:14][N:13]([CH3:16])[CH2:12][CH2:11]3)[CH3:2].Cl.[CH:31]([NH:34][C@@H:35]([CH3:49])[CH2:36][O:37][C:38](=[O:48])[C:39]1[CH:44]=[CH:43][C:42]([N+:45]([O-:47])=[O:46])=[CH:41][CH:40]=1)([CH3:33])[CH3:32].C(N(CC)CC)C, predict the reaction product. The product is: [CH2:1]([O:3][C:4]1[C:27]([O:28][CH3:29])=[CH:26][C:7]2[C:8]([C:17]3[CH:25]=[CH:24][C:20]([C:21]([N:34]([CH:31]([CH3:33])[CH3:32])[C@@H:35]([CH3:49])[CH2:36][O:37][C:38](=[O:48])[C:39]4[CH:40]=[CH:41][C:42]([N+:45]([O-:47])=[O:46])=[CH:43][CH:44]=4)=[O:22])=[CH:19][CH:18]=3)=[N:9][C@H:10]3[C@@H:15]([C:6]=2[CH:5]=1)[CH2:14][N:13]([CH3:16])[CH2:12][CH2:11]3)[CH3:2]. (2) Given the reactants Br[C:2]1[CH:7]=[CH:6][C:5]([F:8])=[CH:4][C:3]=1[CH2:9][CH2:10][S:11](Cl)(=[O:13])=[O:12].[F:15][C:16]1[CH:22]=[CH:21][C:19]([NH2:20])=[C:18]([CH3:23])[CH:17]=1.[CH3:24][N:25](C)[CH2:26][CH3:27].[CH3:29]O, predict the reaction product. The product is: [F:8][C:5]1[CH:6]=[CH:7][C:2]2[N:20]([C:19]3[CH:21]=[CH:22][C:16]([F:15])=[CH:17][C:18]=3[CH3:23])[S:11](=[O:13])(=[O:12])[CH:10]([CH2:29][CH2:27][CH2:26][NH:25][CH3:24])[CH2:9][C:3]=2[CH:4]=1. (3) Given the reactants O[CH2:2][CH2:3][CH2:4][CH2:5][CH:6]1[CH2:9][N:8]([C:10]([O:12][C:13]([CH3:16])([CH3:15])[CH3:14])=[O:11])[CH2:7]1.C1C=CC(P(C2C=CC=CC=2)C2C=CC=CC=2)=CC=1.N1C=CN=C1.[I:41]I.C([O-])(O)=O.[Na+].S([O-])([O-])(=O)=S.[Na+].[Na+], predict the reaction product. The product is: [I:41][CH2:2][CH2:3][CH2:4][CH2:5][CH:6]1[CH2:9][N:8]([C:10]([O:12][C:13]([CH3:16])([CH3:15])[CH3:14])=[O:11])[CH2:7]1. (4) Given the reactants [Br:1][C:2]1[C:10]2[N:9]=[CH:8][NH:7][C:6]=2[CH:5]=[CH:4][CH:3]=1.[O:11]1[CH:16]=[CH:15][CH2:14][CH2:13][CH2:12]1.CC1C=CC(S(O)(=O)=O)=CC=1.O, predict the reaction product. The product is: [Br:1][C:2]1[C:10]2[N:9]=[CH:8][N:7]([CH:12]3[CH2:13][CH2:14][CH2:15][CH2:16][O:11]3)[C:6]=2[CH:5]=[CH:4][CH:3]=1. (5) Given the reactants [Cl:1][C:2]1[CH:3]=[C:4]([CH:7]=[CH:8][N:9]=1)[C:5]#[N:6].[NH2:10][OH:11], predict the reaction product. The product is: [Cl:1][C:2]1[CH:3]=[C:4]([CH:7]=[CH:8][N:9]=1)[C:5](=[N:10][OH:11])[NH2:6].